From a dataset of Reaction yield outcomes from USPTO patents with 853,638 reactions. Predict the reaction yield, written as a fraction of the theoretical maximum amount of product (1.0 means a 100% yield; for example, 0.34 means a 34% yield). (1) The reactants are [CH3:1][SH:2].[Na].O.[C:5]([O:8][C:9]1[CH:14]=[CH:13][C:12]([C:15](=[O:18])[CH2:16]Br)=[CH:11][C:10]=1[O:19][CH3:20])(=[O:7])[CH3:6]. The catalyst is C1C=CC=CC=1. The product is [C:5]([O:8][C:9]1[CH:14]=[CH:13][C:12]([C:15](=[O:18])[CH2:16][S:2][CH3:1])=[CH:11][C:10]=1[O:19][CH3:20])(=[O:7])[CH3:6]. The yield is 0.830. (2) The reactants are [NH2:1][C:2]1[C:10]([O:11][CH3:12])=[CH:9][CH:8]=[CH:7][C:3]=1[C:4]([OH:6])=[O:5].C1C(=O)N([Br:20])C(=O)C1. The catalyst is CO. The product is [NH2:1][C:2]1[C:10]([O:11][CH3:12])=[CH:9][C:8]([Br:20])=[CH:7][C:3]=1[C:4]([OH:6])=[O:5]. The yield is 0.990. (3) The reactants are [Cl:1][C:2]1[CH:3]=[C:4]([CH:10]=[CH:11][CH:12]=1)[C:5]([CH2:7][C:8]#[N:9])=[O:6].[C:13]1([N:19](C2C=CC=CC=2)[CH:20]=N)[CH:18]=[CH:17][CH:16]=[CH:15][CH:14]=1. The catalyst is C1(C)C=CC=CC=1. The product is [Cl:1][C:2]1[CH:3]=[C:4]([CH:10]=[CH:11][CH:12]=1)[C:5]([C:7](=[CH:20][NH:19][C:13]1[CH:18]=[CH:17][CH:16]=[CH:15][CH:14]=1)[C:8]#[N:9])=[O:6]. The yield is 0.750. (4) The reactants are OS(O)(=O)=O.[OH:6][CH2:7][C:8]([CH2:19][OH:20])([C:14]([O:16][CH2:17][CH3:18])=[O:15])[C:9]([O:11][CH2:12][CH3:13])=[O:10].[C:21](OCC)(OCC)([O:23][CH2:24][CH3:25])[CH3:22].C([O-])(O)=O.[Na+]. The catalyst is C1COCC1. The product is [CH2:21]([O:23][C:24]1([CH3:25])[O:6][CH2:7][C:8]([C:9]([O:11][CH2:12][CH3:13])=[O:10])([C:14]([O:16][CH2:17][CH3:18])=[O:15])[CH2:19][O:20]1)[CH3:22]. The yield is 0.890.